Dataset: Forward reaction prediction with 1.9M reactions from USPTO patents (1976-2016). Task: Predict the product of the given reaction. (1) Given the reactants [CH2:1]([C:3]1[CH:8]=[C:7]([CH3:9])[CH:6]=[C:5]([CH2:10][CH3:11])[C:4]=1[C:12](=[O:18])[C:13]([N:15]([CH3:17])[NH2:16])=[O:14])[CH3:2].CO.[CH:21](=O)[CH2:22][CH3:23], predict the reaction product. The product is: [CH2:1]([C:3]1[CH:8]=[C:7]([CH3:9])[CH:6]=[C:5]([CH2:10][CH3:11])[C:4]=1[C:12](=[O:18])[C:13]([N:15]([CH3:17])[N:16]=[CH:21][CH2:22][CH3:23])=[O:14])[CH3:2]. (2) Given the reactants [Br:1][C:2]1[N:3]=[C:4]2[CH:10]=[CH:9][NH:8][C:5]2=[N:6][CH:7]=1.[I:11]N1C(=O)CCC1=O, predict the reaction product. The product is: [Br:1][C:2]1[N:3]=[C:4]2[C:10]([I:11])=[CH:9][NH:8][C:5]2=[N:6][CH:7]=1. (3) Given the reactants Cl.[NH2:2][CH:3]([CH:11]1[CH2:13][CH2:12]1)[CH2:4][C:5]([NH:7][CH:8]1[CH2:10][CH2:9]1)=[O:6].[OH-].[NH4+], predict the reaction product. The product is: [NH2:2][CH:3]([CH:11]1[CH2:13][CH2:12]1)[CH2:4][C:5]([NH:7][CH:8]1[CH2:10][CH2:9]1)=[O:6]. (4) The product is: [CH3:31][O:32][C:33]1[CH:38]=[CH:37][CH:36]=[CH:35][C:34]=1[C:2]1[CH:7]=[CH:6][CH:5]=[CH:4][C:3]=1[C:8]1[CH:9]=[CH:10][C:11](=[O:30])[N:12]([CH2:14][CH2:15][CH2:16][C:17]2[CH:18]=[C:19]([CH:27]=[CH:28][CH:29]=2)[O:20][CH2:21][C:22]([O:24][CH2:25][CH3:26])=[O:23])[CH:13]=1. Given the reactants Br[C:2]1[CH:7]=[CH:6][CH:5]=[CH:4][C:3]=1[C:8]1[CH:9]=[CH:10][C:11](=[O:30])[N:12]([CH2:14][CH2:15][CH2:16][C:17]2[CH:18]=[C:19]([CH:27]=[CH:28][CH:29]=2)[O:20][CH2:21][C:22]([O:24][CH2:25][CH3:26])=[O:23])[CH:13]=1.[CH3:31][O:32][C:33]1[CH:38]=[CH:37][CH:36]=[CH:35][C:34]=1B(O)O.C([O-])([O-])=O.[Na+].[Na+], predict the reaction product. (5) Given the reactants F[C:2]1[C:7]2[CH:8]=[CH:9][S:10][C:6]=2[C:5]([C:11]#[N:12])=[CH:4][CH:3]=1.[OH:13][C:14]([C@H:17]1[CH2:21][CH2:20][NH:19][C@H:18]1[CH3:22])([CH3:16])[CH3:15].C(=O)([O-])[O-].[K+].[K+], predict the reaction product. The product is: [OH:13][C:14]([C@H:17]1[CH2:21][CH2:20][N:19]([C:2]2[C:7]3[CH:8]=[CH:9][S:10][C:6]=3[C:5]([C:11]#[N:12])=[CH:4][CH:3]=2)[C@H:18]1[CH3:22])([CH3:16])[CH3:15]. (6) Given the reactants [NH2:1][C:2]1[CH:3]=[C:4]([C:7]([O:9][CH3:10])=[O:8])[S:5][CH:6]=1.Cl.[N:12]([O-])=O.[Na+].C([O-])([O-])=O.[K+].[K+].[CH3:22][NH:23][CH3:24], predict the reaction product. The product is: [CH3:22][N:23]([N:12]=[N:1][C:2]1[CH:3]=[C:4]([C:7]([O:9][CH3:10])=[O:8])[S:5][CH:6]=1)[CH3:24].